From a dataset of Full USPTO retrosynthesis dataset with 1.9M reactions from patents (1976-2016). Predict the reactants needed to synthesize the given product. (1) Given the product [C:1]([C:5]1[CH:6]=[CH:7][C:8]2[O:12][C:11]([N:13]3[CH2:19][CH2:18][CH2:17][N:16]([C:22]4[C:27]([Cl:28])=[CH:26][C:25]([C:29]([F:32])([F:30])[F:31])=[CH:24][N:23]=4)[CH2:15][CH2:14]3)=[N:10][C:9]=2[CH:20]=1)([CH3:4])([CH3:2])[CH3:3], predict the reactants needed to synthesize it. The reactants are: [C:1]([C:5]1[CH:6]=[CH:7][C:8]2[O:12][C:11]([N:13]3[CH2:19][CH2:18][CH2:17][NH:16][CH2:15][CH2:14]3)=[N:10][C:9]=2[CH:20]=1)([CH3:4])([CH3:3])[CH3:2].Cl[C:22]1[C:27]([Cl:28])=[CH:26][C:25]([C:29]([F:32])([F:31])[F:30])=[CH:24][N:23]=1.C(N(CC)C(C)C)(C)C. (2) Given the product [NH2:1][CH2:4][C@@H:5]1[O:9][C:8](=[O:10])[N:7]([C:11]2[CH:16]=[CH:15][C:14]([C:17]3([C:20]#[N:21])[CH2:18][CH2:19]3)=[C:13]([F:22])[CH:12]=2)[CH2:6]1, predict the reactants needed to synthesize it. The reactants are: [N:1]([CH2:4][C@@H:5]1[O:9][C:8](=[O:10])[N:7]([C:11]2[CH:16]=[CH:15][C:14]([C:17]3([C:20]#[N:21])[CH2:19][CH2:18]3)=[C:13]([F:22])[CH:12]=2)[CH2:6]1)=[N+]=[N-]. (3) Given the product [C:30]([O:29][C:27]([NH:2][CH:3]([C@H:9]([CH3:17])[CH2:10][CH:11]([CH3:16])[CH2:12][CH2:13][CH:14]=[CH2:15])[C:4]([O:6][CH2:7][CH3:8])=[O:5])=[O:28])([CH3:33])([CH3:32])[CH3:31], predict the reactants needed to synthesize it. The reactants are: Cl.[NH2:2][CH:3]([C@H:9]([CH3:17])[CH2:10][CH:11]([CH3:16])[CH2:12][CH2:13][CH:14]=[CH2:15])[C:4]([O:6][CH2:7][CH3:8])=[O:5].C(N(CC)C(C)C)(C)C.[C:27](O[C:27]([O:29][C:30]([CH3:33])([CH3:32])[CH3:31])=[O:28])([O:29][C:30]([CH3:33])([CH3:32])[CH3:31])=[O:28]. (4) Given the product [CH2:17]([N:16]([C@H:27]1[CH2:32][CH2:31][C@H:30]([CH3:33])[CH2:29][CH2:28]1)[C:14](=[O:15])[NH:13][C:11]1[S:12][C:8]([S:7][CH2:2][C:3]([OH:5])=[O:4])=[CH:9][N:10]=1)[CH2:18][C:19]#[CH:20], predict the reactants needed to synthesize it. The reactants are: C[C:2]([S:7][C:8]1[S:12][C:11]([NH:13][C:14]([N:16]([C@H:27]2[CH2:32][CH2:31][C@H:30]([CH3:33])[CH2:29][CH2:28]2)[CH2:17][CH2:18][CH2:19][CH2:20]C2C=CC=CC=2)=[O:15])=[N:10][CH:9]=1)(C)[C:3]([OH:5])=[O:4].C(O)CC#C.C(OC(=O)C(SC1SC(N)=NC=1)C)C.